From a dataset of Full USPTO retrosynthesis dataset with 1.9M reactions from patents (1976-2016). Predict the reactants needed to synthesize the given product. (1) Given the product [F:1][C:2]1[CH:7]=[C:6]([F:8])[CH:5]=[CH:4][C:3]=1[C:9]1[C:17]2[C:12](=[CH:13][C:14]([O:18][CH2:19][CH2:20][N:21]3[CH2:26][CH2:25][O:24][CH2:23][CH2:22]3)=[CH:15][CH:16]=2)[C:11](=[O:27])[C:10]=1[C:66]1[CH:67]=[N:68][C:63]([O:62][CH3:61])=[CH:64][CH:65]=1, predict the reactants needed to synthesize it. The reactants are: [F:1][C:2]1[CH:7]=[C:6]([F:8])[CH:5]=[CH:4][C:3]=1[C:9]1[C:17]2[C:12](=[CH:13][C:14]([O:18][CH2:19][CH2:20][N:21]3[CH2:26][CH2:25][O:24][CH2:23][CH2:22]3)=[CH:15][CH:16]=2)[C:11](=[O:27])[C:10]=1C1C=CC(C)=CC=1.O1CCN(CCOC2C=C3C(C(C4C=CC=CC=4)=C(Br)C3=O)=CC=2)CC1.[CH3:61][O:62][C:63]1[N:68]=[CH:67][C:66](B(O)O)=[CH:65][CH:64]=1. (2) Given the product [Cl:31][C:25]1[CH:24]=[C:23]([C:20]2[CH:21]=[CH:22][N:18]([CH2:17][C@@H:16]([NH:15][C:12]([C:9]3[N:10]=[N:11][C:6]([N:1]4[CH:5]=[CH:4][CH:3]=[N:2]4)=[CH:7][CH:8]=3)=[O:14])[CH3:32])[N:19]=2)[CH:30]=[CH:29][C:26]=1[C:27]#[N:28], predict the reactants needed to synthesize it. The reactants are: [N:1]1([C:6]2[N:11]=[N:10][C:9]([C:12]([OH:14])=O)=[CH:8][CH:7]=2)[CH:5]=[CH:4][CH:3]=[N:2]1.[NH2:15][C@@H:16]([CH3:32])[CH2:17][N:18]1[CH:22]=[CH:21][C:20]([C:23]2[CH:30]=[CH:29][C:26]([C:27]#[N:28])=[C:25]([Cl:31])[CH:24]=2)=[N:19]1. (3) Given the product [CH2:2]([O:9][C:10](=[O:37])[NH:11][CH2:12][CH2:13][CH2:14][CH2:15][C@H:16]([NH:28][C:29]([C@@H:31]1[CH2:36][CH2:35][CH2:34][N:33]([C:38](=[O:40])[CH3:39])[CH2:32]1)=[O:30])[C:17]([C:19]1[S:20][C:21]2[CH:27]=[CH:26][CH:25]=[CH:24][C:22]=2[N:23]=1)=[O:18])[C:3]1[CH:4]=[CH:5][CH:6]=[CH:7][CH:8]=1, predict the reactants needed to synthesize it. The reactants are: Cl.[CH2:2]([O:9][C:10](=[O:37])[NH:11][CH2:12][CH2:13][CH2:14][CH2:15][C@H:16]([NH:28][C:29]([C@@H:31]1[CH2:36][CH2:35][CH2:34][NH:33][CH2:32]1)=[O:30])[C:17]([C:19]1[S:20][C:21]2[CH:27]=[CH:26][CH:25]=[CH:24][C:22]=2[N:23]=1)=[O:18])[C:3]1[CH:8]=[CH:7][CH:6]=[CH:5][CH:4]=1.[C:38](Cl)(=[O:40])[CH3:39].